This data is from Catalyst prediction with 721,799 reactions and 888 catalyst types from USPTO. The task is: Predict which catalyst facilitates the given reaction. (1) Reactant: Cl.[CH3:2][CH:3]([C:5]1[CH:24]=[CH:23][C:8]([O:9][CH2:10][C@H:11]2[C@@H:16]([NH:17][S:18]([CH2:21][CH3:22])(=[O:20])=[O:19])[CH2:15][CH2:14][NH:13][CH2:12]2)=[CH:7][CH:6]=1)[CH3:4].[C:25](OC(=O)C)(=[O:27])[CH3:26].C(=O)([O-])O.[Na+]. Product: [C:25]([N:13]1[CH2:14][CH2:15][C@H:16]([NH:17][S:18]([CH2:21][CH3:22])(=[O:19])=[O:20])[C@H:11]([CH2:10][O:9][C:8]2[CH:7]=[CH:6][C:5]([CH:3]([CH3:4])[CH3:2])=[CH:24][CH:23]=2)[CH2:12]1)(=[O:27])[CH3:26]. The catalyst class is: 80. (2) Product: [C:25]([O:29][C:6](=[O:15])[NH:3][C:34]1[CH:33]=[N:32][C:31]([CH3:30])=[CH:39][CH:38]=1)([CH3:28])([CH3:27])[CH3:26]. The catalyst class is: 12. Reactant: C([N:3]([CH2:6]C)CC)C.C1(P(N=[N+]=[N-])(C2C=CC=CC=2)=[O:15])C=CC=CC=1.[C:25]([OH:29])([CH3:28])([CH3:27])[CH3:26].[CH3:30][C:31]1[CH:39]=[CH:38][C:34](C(O)=O)=[CH:33][N:32]=1. (3) Reactant: [CH3:1][N:2]1[CH2:7][CH2:6][N:5]([CH2:8][CH2:9][O:10][C:11]2[CH:16]=[CH:15][N:14]3[C:17]([C:20]([O-])=[O:21])=[CH:18][N:19]=[C:13]3[CH:12]=2)[CH2:4][CH2:3]1.[Li+].ClC1C=C(Cl)C=C(Cl)C=1C(Cl)=O.[CH2:36]([C:38]1[C:46]2[C:45]([NH2:47])=[CH:44][CH:43]=[CH:42][C:41]=2[N:40]([CH2:48][C:49]2[CH:54]=[CH:53][C:52]([F:55])=[CH:51][N:50]=2)[N:39]=1)[CH3:37]. Product: [CH2:36]([C:38]1[C:46]2[C:41](=[CH:42][CH:43]=[CH:44][C:45]=2[NH:47][C:20]([C:17]2[N:14]3[CH:15]=[CH:16][C:11]([O:10][CH2:9][CH2:8][N:5]4[CH2:4][CH2:3][N:2]([CH3:1])[CH2:7][CH2:6]4)=[CH:12][C:13]3=[N:19][CH:18]=2)=[O:21])[N:40]([CH2:48][C:49]2[CH:54]=[CH:53][C:52]([F:55])=[CH:51][N:50]=2)[N:39]=1)[CH3:37]. The catalyst class is: 37. (4) Reactant: [Cl:1][C:2]1[CH:3]=[CH:4][CH:5]=[C:6]2[C:11]=1[N:10]=[CH:9][CH:8]=[C:7]2[C:12]#[N:13].CSC.Cl.CCN(CC)CC.[Br:25][C:26]1[CH:31]=[CH:30][C:29]([S:32](Cl)(=[O:34])=[O:33])=[CH:28][CH:27]=1. Product: [Br:25][C:26]1[CH:31]=[CH:30][C:29]([S:32]([NH:13][CH2:12][C:7]2[C:6]3[C:11](=[C:2]([Cl:1])[CH:3]=[CH:4][CH:5]=3)[N:10]=[CH:9][CH:8]=2)(=[O:34])=[O:33])=[CH:28][CH:27]=1. The catalyst class is: 365. (5) Reactant: [C:1]12([C:15](OC)=[O:16])[CH2:10][CH:5]3[CH2:6][CH:7]([CH2:9][C:3]([C:11]([O:13][CH3:14])=[O:12])([CH2:4]3)[CH2:2]1)[CH2:8]2.[H-].C([Al+]CC(C)C)C(C)C.[OH-].[Na+].S([O-])([O-])(=O)=O.[Mg+2]. Product: [OH:16][CH2:15][C:1]12[CH2:10][CH:5]3[CH2:6][CH:7]([CH2:9][C:3]([C:11]([O:13][CH3:14])=[O:12])([CH2:4]3)[CH2:2]1)[CH2:8]2. The catalyst class is: 30. (6) Reactant: Cl.[OH:2][C@H:3]1[C@@H:8]([OH:9])[C@H:7]([OH:10])[C@@H:6]([CH2:11][OH:12])[NH:5][C@@H:4]1[C:13]([NH:15][CH3:16])=[O:14].C(=O)([O-])[O-].[K+].[K+].[I-].[K+].Cl[CH2:26]/[CH:27]=[CH:28]/[C:29]1[CH:34]=[CH:33][C:32]([C:35]2[CH:40]=[CH:39][CH:38]=[CH:37][CH:36]=2)=[CH:31][CH:30]=1. Product: [OH:2][C@H:3]1[C@@H:8]([OH:9])[C@H:7]([OH:10])[C@@H:6]([CH2:11][OH:12])[N:5]([CH2:26]/[CH:27]=[CH:28]/[C:29]2[CH:34]=[CH:33][C:32]([C:35]3[CH:40]=[CH:39][CH:38]=[CH:37][CH:36]=3)=[CH:31][CH:30]=2)[C@@H:4]1[C:13]([NH:15][CH3:16])=[O:14]. The catalyst class is: 3. (7) Reactant: [CH3:1][C:2]1[N:6]([C:7]2[C:15]3[O:14][CH2:13][C@H:12]([N:16](C(=O)C(F)(F)F)[C:17]4[CH:30]=[CH:29][C:20]5[C@H:21]([CH2:24][C:25]([O:27]C)=[O:26])[CH2:22][O:23][C:19]=5[CH:18]=4)[C:11]=3[CH:10]=[CH:9][CH:8]=2)[C:5]2[CH:37]=[CH:38][CH:39]=[CH:40][C:4]=2[N:3]=1.[OH-].[Na+].Cl. The catalyst class is: 193. Product: [CH3:1][C:2]1[N:6]([C:7]2[C:15]3[O:14][CH2:13][C@H:12]([NH:16][C:17]4[CH:30]=[CH:29][C:20]5[C@H:21]([CH2:24][C:25]([OH:27])=[O:26])[CH2:22][O:23][C:19]=5[CH:18]=4)[C:11]=3[CH:10]=[CH:9][CH:8]=2)[C:5]2[CH:37]=[CH:38][CH:39]=[CH:40][C:4]=2[N:3]=1. (8) Reactant: [BH4-].[Na+].C1COCC1.C(O)(C(F)(F)F)=O.[BH4-].[Na+].C(O)(C(F)(F)F)=O.[C:24]1([C@@H:30]([NH:32][C:33]2[CH2:34][N:35]([C:44]([O:46][C:47]([CH3:50])([CH3:49])[CH3:48])=[O:45])[CH2:36][CH2:37][C:38]=2[C:39]([O:41][CH2:42][CH3:43])=[O:40])[CH3:31])[CH:29]=[CH:28][CH:27]=[CH:26][CH:25]=1. Product: [C:24]1([C@@H:30]([NH:32][C@@H:33]2[CH:38]([C:39]([O:41][CH2:42][CH3:43])=[O:40])[CH2:37][CH2:36][N:35]([C:44]([O:46][C:47]([CH3:49])([CH3:48])[CH3:50])=[O:45])[CH2:34]2)[CH3:31])[CH:29]=[CH:28][CH:27]=[CH:26][CH:25]=1. The catalyst class is: 10. (9) Reactant: OC1C=C([C:10]2[C:11]3[CH:18]=[CH:17][C:16]([O:19][CH3:20])=[CH:15][C:12]=3[O:13][CH:14]=2)C=CC=1OC.CCN(CC)CC. Product: [CH3:20][O:19][C:16]1[CH:17]=[CH:18][C:11]2[CH:10]=[CH:14][O:13][C:12]=2[CH:15]=1. The catalyst class is: 64.